This data is from Reaction yield outcomes from USPTO patents with 853,638 reactions. The task is: Predict the reaction yield, written as a fraction of the theoretical maximum amount of product (1.0 means a 100% yield; for example, 0.34 means a 34% yield). (1) The yield is 0.540. The reactants are [Cl:1][C:2]1[CH:7]=[CH:6][C:5]([C:8]2[O:9][C:10]3[C:11](=[C:13]([C:17](O)=[O:18])[CH:14]=[CH:15][CH:16]=3)[N:12]=2)=[C:4]([O:20][CH3:21])[CH:3]=1.Cl.C(N=C=NCCCN(C)C)C.ON1C2C=CC=CC=2N=N1.Cl.Cl.[NH2:46][C@H:47]1[CH:52]2[CH2:53][CH2:54][N:49]([CH2:50][CH2:51]2)[CH2:48]1.C(N(CC)CC)C. The catalyst is CN(C=O)C.ClCCl. The product is [N:49]12[CH2:54][CH2:53][CH:52]([CH2:51][CH2:50]1)[C@H:47]([NH:46][C:17]([C:13]1[CH:14]=[CH:15][CH:16]=[C:10]3[O:9][C:8]([C:5]4[CH:6]=[CH:7][C:2]([Cl:1])=[CH:3][C:4]=4[O:20][CH3:21])=[N:12][C:11]=13)=[O:18])[CH2:48]2. (2) The reactants are [Cl:1][C:2]1[CH:3]=[N:4][C:5]2[C:10]([C:11]=1[C:12]#[N:13])=[N:9][C:8]([O:14][CH3:15])=[CH:7][CH:6]=2.[OH-:16].[Na+]. The catalyst is C(OCC)(=O)C. The product is [Cl:1][C:2]1[CH:3]=[N:4][C:5]2[C:10]([C:11]=1[C:12]([NH2:13])=[O:16])=[N:9][C:8]([O:14][CH3:15])=[CH:7][CH:6]=2. The yield is 0.640. (3) The reactants are [Br:1][C:2]1[CH:8]=[C:7]([CH2:9][CH3:10])[C:5]([NH2:6])=[C:4]([CH2:11][CH3:12])[CH:3]=1.N1C=CC=CC=1.[C:19](Cl)(=[O:26])[C:20]1[CH:25]=[CH:24][CH:23]=[CH:22][CH:21]=1. The catalyst is ClCCl. The product is [Br:1][C:2]1[CH:8]=[C:7]([CH2:9][CH3:10])[C:5]([NH:6][C:19](=[O:26])[C:20]2[CH:25]=[CH:24][CH:23]=[CH:22][CH:21]=2)=[C:4]([CH2:11][CH3:12])[CH:3]=1. The yield is 0.960. (4) The reactants are ClC1N=NC(N[S:9]([CH2:12][C:13]2[CH:18]=[CH:17][C:16]([F:19])=[C:15]([F:20])[CH:14]=2)(=[O:11])=[O:10])=C(O)C=1.CS([Cl:26])(=O)=O. No catalyst specified. The product is [F:20][C:15]1[CH:14]=[C:13]([CH2:12][S:9]([Cl:26])(=[O:11])=[O:10])[CH:18]=[CH:17][C:16]=1[F:19]. The yield is 0.110.